Dataset: Full USPTO retrosynthesis dataset with 1.9M reactions from patents (1976-2016). Task: Predict the reactants needed to synthesize the given product. (1) Given the product [CH:1]([O:4][C:5]1[CH:21]=[CH:20][C:8]([O:9][C:10]2[S:11][C:12]([C:15]3[S:16][C:17]([CH:27]([OH:29])[CH3:28])=[CH:18][CH:19]=3)=[N:13][N:14]=2)=[CH:7][CH:6]=1)([CH3:3])[CH3:2], predict the reactants needed to synthesize it. The reactants are: [CH:1]([O:4][C:5]1[CH:21]=[CH:20][C:8]([O:9][C:10]2[S:11][C:12]([C:15]3[S:16][CH:17]=[CH:18][CH:19]=3)=[N:13][N:14]=2)=[CH:7][CH:6]=1)([CH3:3])[CH3:2].C([Li])CCC.[CH:27](=[O:29])[CH3:28].Cl. (2) Given the product [K+:31].[OH:2][C:1]1[CH:8]=[CH:7][C:5]([OH:6])=[CH:4][C:3]=1[S:16]([O-:19])(=[O:18])=[O:17], predict the reactants needed to synthesize it. The reactants are: [C:1]1([CH:8]=[CH:7][C:5]([OH:6])=[CH:4][CH:3]=1)[OH:2].CCCCCCC.[S:16](=O)(=[O:19])([OH:18])[OH:17].C(C(CCCC)C([O-])=O)C.[K+:31].